Task: Predict the reaction yield, written as a fraction of the theoretical maximum amount of product (1.0 means a 100% yield; for example, 0.34 means a 34% yield).. Dataset: Reaction yield outcomes from USPTO patents with 853,638 reactions (1) The reactants are Cl[C:2]1[N:7]=[C:6]([C:8]2[S:12][C:11]([N:13]3[CH2:18][CH2:17][O:16][CH2:15][CH2:14]3)=[N:10][C:9]=2[C:19]2[C:20]([F:37])=[C:21]([NH:25][S:26]([C:29]3[CH:34]=[C:33]([F:35])[CH:32]=[CH:31][C:30]=3[F:36])(=[O:28])=[O:27])[CH:22]=[CH:23][CH:24]=2)[CH:5]=[CH:4][N:3]=1.[NH3:38].CO. No catalyst specified. The product is [NH2:38][C:2]1[N:7]=[C:6]([C:8]2[S:12][C:11]([N:13]3[CH2:18][CH2:17][O:16][CH2:15][CH2:14]3)=[N:10][C:9]=2[C:19]2[C:20]([F:37])=[C:21]([NH:25][S:26]([C:29]3[CH:34]=[C:33]([F:35])[CH:32]=[CH:31][C:30]=3[F:36])(=[O:28])=[O:27])[CH:22]=[CH:23][CH:24]=2)[CH:5]=[CH:4][N:3]=1. The yield is 0.270. (2) The reactants are C(N(C(C)C)CC)(C)C.[C@@H:10]1([C:16]([OH:18])=O)[CH2:12][C@@H:11]1[C:13]([OH:15])=[O:14].[CH3:19][NH:20][CH2:21][CH2:22][CH3:23].F[P-](F)(F)(F)(F)F.N1(OC(N(C)C)=[N+](C)C)C2C=CC=CC=2N=N1.C1C=CC2N(O)N=NC=2C=1. The catalyst is CN(C)C=O.ClCCl. The product is [CH3:19][N:20]([CH2:21][CH2:22][CH3:23])[C:16]([C@H:10]1[CH2:12][C@H:11]1[C:13]([OH:15])=[O:14])=[O:18]. The yield is 0.347. (3) The reactants are Cl[C:2]1[CH:7]=[C:6]([C:8]2[CH:13]=[C:12]([Cl:14])[CH:11]=[CH:10][C:9]=2[O:15]C)[CH:5]=[CH:4][N:3]=1.Cl.[NH:18]1[CH2:21]C[CH2:19]1.C(N(CC)C(C)C)(C)C.CN(C)C(=O)C.[Cl-].[NH4+]. The catalyst is O. The product is [Cl:14][C:12]1[CH:11]=[CH:10][C:9]([OH:15])=[C:8]([C:6]2[CH:5]=[CH:4][N:3]=[C:2]([N:18]([CH3:21])[CH3:19])[CH:7]=2)[CH:13]=1. The yield is 0.330. (4) The reactants are [CH3:16][C:11]1([CH3:17])[C:12]([CH3:15])([CH3:14])[O:13][B:9]([B:9]2[O:13][C:12]([CH3:15])([CH3:14])[C:11]([CH3:17])([CH3:16])[O:10]2)[O:10]1.C([O-])(=O)C.[K+].Br[C:25]1[CH:26]=[C:27]([C:30]2[CH:31]=[N:32][CH:33]=[CH:34][CH:35]=2)[O:28][CH:29]=1. The catalyst is C1(P(C2C=CC=CC=2)[C-]2C=CC=C2)C=CC=CC=1.[C-]1(P(C2C=CC=CC=2)C2C=CC=CC=2)C=CC=C1.[Fe+2].Cl[Pd]Cl.O1CCOCC1. The product is [CH3:15][C:12]1([CH3:14])[C:11]([CH3:16])([CH3:17])[O:10][B:9]([C:25]2[CH:26]=[C:27]([C:30]3[CH:31]=[N:32][CH:33]=[CH:34][CH:35]=3)[O:28][CH:29]=2)[O:13]1. The yield is 0.630. (5) The product is [Cl:29][C:2]1[C:11]2[C:6](=[CH:7][C:8]([O:12][CH3:13])=[CH:9][CH:10]=2)[C:5]([N:14]2[CH2:19][CH2:18][NH:17][CH2:16][CH2:15]2)=[CH:4][N:3]=1. The reactants are O[C:2]1[C:11]2[C:6](=[CH:7][C:8]([O:12][CH3:13])=[CH:9][CH:10]=2)[C:5]([N:14]2[CH2:19][CH2:18][N:17](C(OC(C)(C)C)=O)[CH2:16][CH2:15]2)=[CH:4][N:3]=1.O=P(Cl)(Cl)[Cl:29]. The yield is 0.373. No catalyst specified. (6) The reactants are [CH2:1]1[O:21][C:20]2[C:3](=[CH:4][CH2:5][C:6]([O:22][CH3:23])([CH:19]=2)[CH:7]=[C:8]([C:14]([O:16][CH2:17][CH3:18])=[O:15])[C:9]([O:11][CH2:12][CH3:13])=[O:10])[O:2]1.[BH4-].[Na+]. The catalyst is C(O)C. The product is [CH2:1]1[O:21][C:20]2[C:3](=[CH:4][CH2:5][C:6]([O:22][CH3:23])([CH:19]=2)[CH2:7][CH:8]([C:14]([O:16][CH2:17][CH3:18])=[O:15])[C:9]([O:11][CH2:12][CH3:13])=[O:10])[O:2]1. The yield is 0.860. (7) The reactants are [C:1](Cl)(=[O:3])[CH3:2].[OH:5][C:6]1[CH:15]=[C:14]2[C:9]([N:10]=[CH:11][C:12]([O:16][CH2:17][CH2:18][N:19]3[CH2:24][CH2:23][CH:22]([NH:25][C:26]([C:28]4[CH:29]=[CH:30][C:31]5[S:36][CH2:35][C:34](=[O:37])[NH:33][C:32]=5[CH:38]=4)=[O:27])[CH2:21][CH2:20]3)=[N:13]2)=[CH:8][CH:7]=1.C(N(CC)CC)C. The catalyst is CN(C)C=O. The product is [O:37]=[C:34]1[NH:33][C:32]2[CH:38]=[C:28]([C:26]([NH:25][CH:22]3[CH2:23][CH2:24][N:19]([CH2:18][CH2:17][O:16][C:12]4[CH:11]=[N:10][C:9]5[C:14]([N:13]=4)=[CH:15][C:6]([O:5][C:1](=[O:3])[CH3:2])=[CH:7][CH:8]=5)[CH2:20][CH2:21]3)=[O:27])[CH:29]=[CH:30][C:31]=2[S:36][CH2:35]1. The yield is 0.410. (8) The reactants are [Cl:1][C:2]1[C:3]([F:29])=[C:4]([C@:8]([C@@H:16]2[CH2:21][CH2:20][CH2:19][N:18](C(OC(C)(C)C)=O)[CH2:17]2)([OH:15])[CH2:9][CH2:10][CH2:11][CH2:12][O:13][CH3:14])[CH:5]=[CH:6][CH:7]=1.C([O-])(O)=O.[Na+]. The catalyst is C(O)(C(F)(F)F)=O.C(Cl)Cl. The product is [Cl:1][C:2]1[C:3]([F:29])=[C:4]([C@:8]([C@@H:16]2[CH2:21][CH2:20][CH2:19][NH:18][CH2:17]2)([OH:15])[CH2:9][CH2:10][CH2:11][CH2:12][O:13][CH3:14])[CH:5]=[CH:6][CH:7]=1. The yield is 0.910. (9) The reactants are [CH:1]([O:4][C:5]1[N:10]=[CH:9][C:8]([C:11](=[N:13][S@@:14]([C:16]([CH3:19])([CH3:18])[CH3:17])=[O:15])[CH3:12])=[CH:7][CH:6]=1)([CH3:3])[CH3:2].CCC(C)[BH-](C(C)CC)C(C)CC.[Li+].[NH4+].[Cl-]. The catalyst is C1COCC1. The product is [CH:1]([O:4][C:5]1[N:10]=[CH:9][C:8]([C@@H:11]([NH:13][S@@:14]([C:16]([CH3:19])([CH3:17])[CH3:18])=[O:15])[CH3:12])=[CH:7][CH:6]=1)([CH3:3])[CH3:2]. The yield is 0.720. (10) The reactants are C([N:8]1[C:12](/[CH:13]=[CH:14]/[C:15]([O:17][CH2:18][CH3:19])=[O:16])=[CH:11][C:10]([O:20][CH:21]([CH3:23])[CH3:22])=[N:9]1)C1C=CC=CC=1. The catalyst is [C].[Pd].C(O)C. The product is [CH:21]([O:20][C:10]1[CH:11]=[C:12]([CH2:13][CH2:14][C:15]([O:17][CH2:18][CH3:19])=[O:16])[NH:8][N:9]=1)([CH3:23])[CH3:22]. The yield is 0.990.